Dataset: Catalyst prediction with 721,799 reactions and 888 catalyst types from USPTO. Task: Predict which catalyst facilitates the given reaction. (1) Reactant: [Br:1][C:2]1[S:6][C:5]([NH2:7])=[N:4][C:3]=1[CH2:8][CH:9]1[CH2:14][CH2:13][CH2:12][CH2:11][CH2:10]1.[CH3:15][S:16](Cl)(=[O:18])=[O:17]. Product: [Br:1][C:2]1[S:6][C:5]([NH:7][S:16]([CH3:15])(=[O:18])=[O:17])=[N:4][C:3]=1[CH2:8][CH:9]1[CH2:10][CH2:11][CH2:12][CH2:13][CH2:14]1. The catalyst class is: 34. (2) Product: [CH3:9][C:4]1[CH:5]=[CH:6][C:7]2[O:17][C:12]([SH:14])=[N:1][C:2]=2[CH:3]=1. The catalyst class is: 72. Reactant: [NH2:1][C:2]1[CH:3]=[C:4]([CH3:9])[CH:5]=[CH:6][C:7]=1N.[OH-].[K+].[C:12](=[S:14])=S.C(O)(=[O:17])C.